This data is from Reaction yield outcomes from USPTO patents with 853,638 reactions. The task is: Predict the reaction yield, written as a fraction of the theoretical maximum amount of product (1.0 means a 100% yield; for example, 0.34 means a 34% yield). (1) The reactants are [C:1]1([C:7]2[N:8]=[CH:9][C:10]([NH:13][C:14](=[O:22])OC3C=CC=CC=3)=[N:11][CH:12]=2)[CH:6]=[CH:5][CH:4]=[CH:3][CH:2]=1.Cl.[CH3:24][S:25]([N:28]1[C:41]2[C:36](=[CH:37][CH:38]=[CH:39][CH:40]=2)[C:30]2([CH2:35][CH2:34][NH:33][CH2:32][CH2:31]2)[CH2:29]1)(=[O:27])=[O:26].CCN(CC)CC. The catalyst is C(Cl)(Cl)Cl.CCOC(C)=O. The product is [CH3:24][S:25]([N:28]1[C:41]2[C:36](=[CH:37][CH:38]=[CH:39][CH:40]=2)[C:30]2([CH2:31][CH2:32][N:33]([C:14]([NH:13][C:10]3[CH:9]=[N:8][C:7]([C:1]4[CH:2]=[CH:3][CH:4]=[CH:5][CH:6]=4)=[CH:12][N:11]=3)=[O:22])[CH2:34][CH2:35]2)[CH2:29]1)(=[O:26])=[O:27]. The yield is 0.930. (2) The product is [CH3:17][C:7]1[CH:12]=[CH:11][C:10]([S:13]([O:6][CH2:5][CH2:4][CH2:3][O:2][CH3:1])(=[O:15])=[O:14])=[CH:9][CH:8]=1. The reactants are [CH3:1][O:2][CH2:3][CH2:4][CH2:5][OH:6].[C:7]1([CH3:17])[CH:12]=[CH:11][C:10]([S:13](Cl)(=[O:15])=[O:14])=[CH:9][CH:8]=1. The yield is 0.760. The catalyst is C(Cl)Cl.N1C=CC=CC=1.CN(C)C1C=CN=CC=1. (3) The reactants are C1CCN(CCCN2CC3C4C=CC(F)=CC=4C(NC=3CC2)=O)CC1.[CH2:26]([N:33]1[C:41]2[CH:40]=[CH:39][CH:38]=[C:37]([C:42]([O:44]C)=[O:43])[C:36]=2[C:35]([CH2:46][CH2:47][NH:48][C@H:49]2[CH:54]3[CH2:55][CH2:56][N:51]([CH2:52][CH2:53]3)[CH2:50]2)=[N:34]1)[C:27]1[CH:32]=[CH:31][CH:30]=[CH:29][CH:28]=1.O.[OH-].[Li+:59]. No catalyst specified. The product is [CH2:26]([N:33]1[C:41]2[CH:40]=[CH:39][CH:38]=[C:37]([C:42]([O-:44])=[O:43])[C:36]=2[C:35]([CH2:46][CH2:47][NH:48][C@H:49]2[CH:54]3[CH2:55][CH2:56][N:51]([CH2:52][CH2:53]3)[CH2:50]2)=[N:34]1)[C:27]1[CH:28]=[CH:29][CH:30]=[CH:31][CH:32]=1.[Li+:59]. The yield is 1.00. (4) The reactants are C(OC([N:8]1[CH2:13][CH2:12][CH:11]([O:14][C:15]2[CH:20]=[CH:19][N:18]=[CH:17][C:16]=2[C:21]2[N:29]=[CH:28][C:27]3[N:26](COCC[Si](C)(C)C)[C:25]4[N:38]=[CH:39][C:40]([C:42]5[CH:43]=[N:44][N:45]([CH3:47])[CH:46]=5)=[CH:41][C:24]=4[C:23]=3[CH:22]=2)[CH2:10][CH2:9]1)=O)(C)(C)C. The catalyst is CCCC[N+](CCCC)(CCCC)CCCC.[F-]. The product is [CH3:47][N:45]1[CH:46]=[C:42]([C:40]2[CH:39]=[N:38][C:25]3[NH:26][C:27]4[CH:28]=[N:29][C:21]([C:16]5[CH:17]=[N:18][CH:19]=[CH:20][C:15]=5[O:14][CH:11]5[CH2:10][CH2:9][NH:8][CH2:13][CH2:12]5)=[CH:22][C:23]=4[C:24]=3[CH:41]=2)[CH:43]=[N:44]1. The yield is 0.390. (5) The reactants are [CH2:1]([CH:9]([C:15]([O:17][CH2:18][CH3:19])=[O:16])[C:10]([O:12][CH2:13][CH3:14])=[O:11])[CH2:2][C:3]1[CH:8]=[CH:7][CH:6]=[CH:5][CH:4]=1.[H-].[Na+].[CH2:22](Br)[C:23]1[CH:28]=[CH:27][CH:26]=[CH:25][CH:24]=1. The yield is 0.640. The catalyst is C1COCC1. The product is [CH2:22]([C:9]([CH2:1][CH2:2][C:3]1[CH:8]=[CH:7][CH:6]=[CH:5][CH:4]=1)([C:15]([O:17][CH2:18][CH3:19])=[O:16])[C:10]([O:12][CH2:13][CH3:14])=[O:11])[C:23]1[CH:28]=[CH:27][CH:26]=[CH:25][CH:24]=1. (6) The reactants are [O:1]1[CH2:6][CH2:5][N:4]([C:7]2[N:12]=[C:11]([N:13]3[CH2:18][CH2:17][O:16][CH2:15][CH2:14]3)[N:10]=[C:9]([C:19]3[CH:24]=[CH:23][C:22]([NH:25][C:26]([NH:28][C:29]4[CH:34]=[CH:33][C:32]([C:35]([N:37]5[CH2:42][CH2:41][N:40]([CH3:43])[CH2:39][CH2:38]5)=[O:36])=[CH:31][CH:30]=4)=[O:27])=[CH:21][CH:20]=3)[N:8]=2)[CH2:3][CH2:2]1.CO.[ClH:46]. The catalyst is O1CCOCC1. The product is [ClH:46].[O:1]1[CH2:2][CH2:3][N:4]([C:7]2[N:12]=[C:11]([N:13]3[CH2:18][CH2:17][O:16][CH2:15][CH2:14]3)[N:10]=[C:9]([C:19]3[CH:24]=[CH:23][C:22]([NH:25][C:26]([NH:28][C:29]4[CH:30]=[CH:31][C:32]([C:35]([N:37]5[CH2:38][CH2:39][N:40]([CH3:43])[CH2:41][CH2:42]5)=[O:36])=[CH:33][CH:34]=4)=[O:27])=[CH:21][CH:20]=3)[N:8]=2)[CH2:5][CH2:6]1. The yield is 1.00. (7) The reactants are C([O:7][C:8]1[CH:9]=[C:10]2[C:14](=[C:15]([N:17]([CH3:27])[S:18]([C:21]3[CH:26]=[CH:25][CH:24]=[CH:23][N:22]=3)(=[O:20])=[O:19])[CH:16]=1)[NH:13][C:12]([C:28]1[S:29][CH:30]([CH:33](OC)OC)[CH2:31][N:32]=1)=[CH:11]2)(=O)C(C)(C)C.O.S(=O)(=O)(O)O.C(=O)([O-])O.[Na+].F[C:50](F)(F)[C:51](O)=O. No catalyst specified. The product is [OH:7][C:8]1[CH:9]=[C:10]2[C:14](=[C:15]([N:17]([CH3:27])[S:18]([C:21]3[CH:26]=[CH:25][CH:24]=[CH:23][N:22]=3)(=[O:19])=[O:20])[CH:16]=1)[NH:13][C:12]([C:28]1[S:29][CH:30]([CH2:33][N:13]3[CH2:51][CH2:50][S:29][CH2:28][CH2:12]3)[CH2:31][N:32]=1)=[CH:11]2. The yield is 0.850. (8) The reactants are [CH3:1][CH:2]1[NH:7][CH:6]([CH3:8])[CH2:5][N:4]([C:9]2[CH:18]=[CH:17][C:12]([C:13]([O:15]C)=O)=[CH:11][CH:10]=2)[CH2:3]1.[NH2:19][C:20]1[N:24](C(OC(C)(C)C)=O)[N:23]=[C:22]([CH2:32][CH2:33][C:34]2[CH:39]=[C:38]([O:40][CH3:41])[CH:37]=[C:36]([O:42][CH3:43])[CH:35]=2)[CH:21]=1.C[Si]([N-][Si](C)(C)C)(C)C.[Na+]. The catalyst is C1COCC1. The product is [CH3:41][O:40][C:38]1[CH:39]=[C:34]([CH2:33][CH2:32][C:22]2[CH:21]=[C:20]([NH:19][C:13](=[O:15])[C:12]3[CH:11]=[CH:10][C:9]([N:4]4[CH2:5][CH:6]([CH3:8])[NH:7][CH:2]([CH3:1])[CH2:3]4)=[CH:18][CH:17]=3)[NH:24][N:23]=2)[CH:35]=[C:36]([O:42][CH3:43])[CH:37]=1. The yield is 0.100.